Dataset: Experimentally validated miRNA-target interactions with 360,000+ pairs, plus equal number of negative samples. Task: Binary Classification. Given a miRNA mature sequence and a target amino acid sequence, predict their likelihood of interaction. (1) The miRNA is hsa-miR-6830-3p with sequence UGUCUUUCUUCUCUCCCUUGCAG. The protein sequence of the target gene is MGCWGRNRGRLLCMLALTFMFMVLEVVVSRVTSSLAMLSDSFHMLSDVLALVVALVAERFARRTHATQKNTFGWIRAEVMGALVNAIFLTGLCFAILLEAIERFIEPHEMQQPLVVLGVGVAGLLVNVLGLCLFHHHSGFSQDSGHGHSHGGHGHGHGLPKGPRVKSTRPGSSDINVAPGEQGPDQEETNTLVANTSNSNGLKLDPADPENPRSGDTVEVQVNGNLVREPDHMELEEDRAGQLNMRGVFLHVLGDALGSVIVVVNALVFYFSWKGCSEGDFCVNPCFPDPCKAFVEIINS.... Result: 1 (interaction). (2) The miRNA is mmu-miR-24-3p with sequence UGGCUCAGUUCAGCAGGAACAG. The protein sequence of the target gene is MRDPVSSQYSSFLFWRMPIPELDLSELEGLGLSDTPTYESKDSSSVGKMNGQASGTEQKNPEGDPLLEYSTFNFWRAPIASIHSVDLDLL. Result: 1 (interaction). (3) The miRNA is rno-miR-182 with sequence UUUGGCAAUGGUAGAACUCACACCG. The protein sequence of the target gene is MAASWRLGCDPRLLRYLVGFPGRRSVGLVKGALGWSVSRGANWRWFHSTQWLRGDPIKILMPSLSPTMEEGNIVKWLKKEGEAVSAGDALCEIETDKAVVTLDASDDGILAKIVVEEGSKNIRLGSLIGLIVEEGEDWKHVEIPKDVGPPPPVSKPSEPRPSPEPQISIPVKKEHIPGTLRFRLSPAARNILEKHSLDASQGTATGPRGIFTKEDALKLVQLKQTGKITESRPTPAPTATPTAPSPLQATAGPSYPRPVIPPVSTPGQPNAVGTFTEIPASNIRRVIAKRLTESKSTVPH.... Result: 0 (no interaction). (4) The miRNA is hsa-miR-4740-3p with sequence GCCCGAGAGGAUCCGUCCCUGC. The protein sequence of the target gene is MYSTNPGSWVTFDDDPAFQSSQKRKDFSLETQGVCRPNGLKLTLPTLRDPPSTPSSASSTPLSSPMVDFYFSPGPPSNSPLSTPTKDFPGFPGIPKAGTHVLYPIPECSSSSAPTTAGGVGPPLLLTKPDCSPHVSLPSSHSHTQPTPTLGFTEDAGPQRVQSEARQFEYFQDHCAFSNPFWKDEGSASPFPLDSLASRKPFSPKDKEVPIGHKSLTQCSLDYICEKLEHLHSAETQDPLGDLSMQDPYAGDTVSFVPHSLFRSQPRAGWSFMLRIPEKKNMMSSRQWGPIFLKVLPGGI.... Result: 0 (no interaction). (5) The miRNA is hsa-miR-579-3p with sequence UUCAUUUGGUAUAAACCGCGAUU. Result: 1 (interaction). The protein sequence of the target gene is MLPRRLLAAWLAGTRGGGLLALLANQCRFVTGLRVRRAQQIAQLYGRLYSESSRRVLLGRLWRRLHGRPGHASALMAALAGVFVWDEERIQEEELQRSINEMKRLEEMSNMFQSSGVQHHPPEPKAQTEGNEDSEGKEQRWEMVMDKKHFKLWRRPITGTHLYQYRVFGTYTDVTPRQFFNVQLDTEYRKKWDALVIKLEVIERDVVSGSEVLHWVTHFPYPMYSRDYVYVRRYSVDQENNMMVLVSRAVEHPSVPESPEFVRVRSYESQMVIRPHKSFDENGFDYLLTYSDNPQTVFPR....